The task is: Predict the product of the given reaction.. This data is from Forward reaction prediction with 1.9M reactions from USPTO patents (1976-2016). The product is: [C:16]([N:11]1[C:12]2[C:8](=[CH:7][C:6]([C:1](=[O:5])[CH:2]([CH3:4])[CH3:3])=[CH:14][CH:13]=2)[C:9](=[C:26]([O:25][CH2:24][CH3:23])[C:27]2[CH:32]=[CH:31][CH:30]=[CH:29][CH:28]=2)[C:10]1=[O:15])(=[O:18])[CH3:17]. Given the reactants [C:1]([C:6]1[CH:7]=[C:8]2[C:12](=[CH:13][CH:14]=1)[NH:11][C:10](=[O:15])[CH2:9]2)(=[O:5])[CH:2]([CH3:4])[CH3:3].[C:16](OC(=O)C)(=[O:18])[CH3:17].[CH3:23][CH2:24][O:25][C:26](OCC)(OCC)[C:27]1[CH:32]=[CH:31][CH:30]=[CH:29][CH:28]=1, predict the reaction product.